From a dataset of TCR-epitope binding with 47,182 pairs between 192 epitopes and 23,139 TCRs. Binary Classification. Given a T-cell receptor sequence (or CDR3 region) and an epitope sequence, predict whether binding occurs between them. The epitope is LLFGYPVYV. The TCR CDR3 sequence is CASNPGLAGGPHEQYF. Result: 1 (the TCR binds to the epitope).